This data is from Catalyst prediction with 721,799 reactions and 888 catalyst types from USPTO. The task is: Predict which catalyst facilitates the given reaction. (1) Reactant: FC(F)(F)C(O)=O.[CH:8]1([C@H:14]([NH:22][C:23]([C:25]2[CH:30]=[CH:29][C:28]([C:31]3[CH:36]=[CH:35][C:34]([O:37][C:38]([F:41])([F:40])[F:39])=[CH:33][CH:32]=3)=[CH:27][C:26]=2[NH:42][C:43]([NH:45][C:46]2[C:51]([CH3:52])=[CH:50][C:49]([CH3:53])=[CH:48][C:47]=2[CH3:54])=[O:44])=[O:24])[C:15]([O:17]C(C)(C)C)=[O:16])[CH2:13][CH2:12][CH2:11][CH2:10][CH2:9]1. Product: [CH:8]1([C@H:14]([NH:22][C:23]([C:25]2[CH:30]=[CH:29][C:28]([C:31]3[CH:32]=[CH:33][C:34]([O:37][C:38]([F:41])([F:39])[F:40])=[CH:35][CH:36]=3)=[CH:27][C:26]=2[NH:42][C:43]([NH:45][C:46]2[C:47]([CH3:54])=[CH:48][C:49]([CH3:53])=[CH:50][C:51]=2[CH3:52])=[O:44])=[O:24])[C:15]([OH:17])=[O:16])[CH2:13][CH2:12][CH2:11][CH2:10][CH2:9]1. The catalyst class is: 4. (2) Reactant: [NH2:1][C:2]1[N:10]=[C:9]([CH2:11][O:12][CH3:13])[CH:8]=[CH:7][C:3]=1[C:4]([OH:6])=O.Cl.[O:15]([C:22]1[CH:23]=[C:24]([CH:27]=[CH:28][CH:29]=1)[CH2:25][NH2:26])[C:16]1[CH:21]=[CH:20][CH:19]=[CH:18][CH:17]=1.C(N(CC)CC)C.CN([P+](ON1N=NC2C=CC=CC1=2)(N(C)C)N(C)C)C.F[P-](F)(F)(F)(F)F. Product: [O:15]([C:22]1[CH:23]=[C:24]([CH2:25][NH:26][C:4](=[O:6])[C:3]2[CH:7]=[CH:8][C:9]([CH2:11][O:12][CH3:13])=[N:10][C:2]=2[NH2:1])[CH:27]=[CH:28][CH:29]=1)[C:16]1[CH:17]=[CH:18][CH:19]=[CH:20][CH:21]=1. The catalyst class is: 136. (3) Reactant: [CH2:1]([O:8][C:9]1[C:13]([C:14](=[O:23])[C:15]2[CH:20]=[CH:19][C:18]([O:21][CH3:22])=[CH:17][CH:16]=2)=[C:12](Br)[N:11]([CH:25]([CH3:27])[CH3:26])[N:10]=1)[C:2]1[CH:7]=[CH:6][CH:5]=[CH:4][CH:3]=1.[C:28]1([OH:34])[CH:33]=[CH:32][CH:31]=[CH:30][CH:29]=1.C(=O)([O-])[O-].[K+].[K+].C(O)(=O)CC(CC(O)=O)(C(O)=O)O. Product: [CH2:1]([O:8][C:9]1[C:13]([C:14](=[O:23])[C:15]2[CH:20]=[CH:19][C:18]([O:21][CH3:22])=[CH:17][CH:16]=2)=[C:12]([O:34][C:28]2[CH:33]=[CH:32][CH:31]=[CH:30][CH:29]=2)[N:11]([CH:25]([CH3:27])[CH3:26])[N:10]=1)[C:2]1[CH:7]=[CH:6][CH:5]=[CH:4][CH:3]=1. The catalyst class is: 80. (4) Reactant: [CH3:1][O:2][C:3]1[CH:4]=[C:5]2[C:10](=[CH:11][CH:12]=1)[CH:9]([CH2:13][C:14]1[CH:19]=[CH:18][C:17]([O:20][CH2:21][C:22]3[CH:27]=[CH:26][CH:25]=[CH:24][CH:23]=3)=[CH:16][CH:15]=1)[NH:8][CH2:7][CH2:6]2.[Cl:28][C:29]1[N:34]=[C:33](Cl)[CH:32]=[CH:31][N:30]=1.C(=O)(O)[O-].[Na+]. Product: [Cl:28][C:29]1[N:34]=[C:33]([N:8]2[CH2:7][CH2:6][C:5]3[C:10](=[CH:11][CH:12]=[C:3]([O:2][CH3:1])[CH:4]=3)[CH:9]2[CH2:13][C:14]2[CH:19]=[CH:18][C:17]([O:20][CH2:21][C:22]3[CH:27]=[CH:26][CH:25]=[CH:24][CH:23]=3)=[CH:16][CH:15]=2)[CH:32]=[CH:31][N:30]=1. The catalyst class is: 8. (5) Reactant: [Br:1][C:2]1[C:3]([C:12]2[O:13][CH:14]=[CH:15][CH:16]=2)=[N:4][C:5]([NH2:11])=[N:6][C:7]=1S(C)=O.[C:17]1([OH:23])[CH:22]=[CH:21][CH:20]=[CH:19][CH:18]=1.C1CCN2C(=NCCC2)CC1. Product: [Br:1][C:2]1[C:3]([C:12]2[O:13][CH:14]=[CH:15][CH:16]=2)=[N:4][C:5]([NH2:11])=[N:6][C:7]=1[O:23][C:17]1[CH:22]=[CH:21][CH:20]=[CH:19][CH:18]=1. The catalyst class is: 12. (6) Reactant: [Cl:1][C:2]1[CH:7]=[CH:6][CH:5]=[C:4]([Cl:8])[C:3]=1[NH:9]/[CH:10]=[C:11](\[C:18]([O:20][CH3:21])=[O:19])/[CH:12]=[CH:13]/[C:14](OC)=[O:15].C[O-].[Na+].Cl. Product: [Cl:1][C:2]1[CH:7]=[CH:6][CH:5]=[C:4]([Cl:8])[C:3]=1[N:9]1[C:14](=[O:15])[CH:13]=[CH:12][C:11]([C:18]([O:20][CH3:21])=[O:19])=[CH:10]1. The catalyst class is: 5. (7) Reactant: [Cl:1][C:2]1[CH:7]=[C:6]([Cl:8])[CH:5]=[CH:4][C:3]=1[C:9]1[N:10]2[N:16]=[C:15]([CH3:17])[C:14](C(O)=O)=[C:11]2[O:12][CH:13]=1.C1(P(N=[N+]=[N-])(C2C=CC=CC=2)=[O:28])C=CC=CC=1.C([N:40]([CH2:43]C)CC)C.[C:45]([OH:49])([CH3:48])([CH3:47])[CH3:46]. Product: [C:45]([O:49][C:43](=[O:28])[NH:40][C:14]1[C:15]([CH3:17])=[N:16][N:10]2[C:9]([C:3]3[CH:4]=[CH:5][C:6]([Cl:8])=[CH:7][C:2]=3[Cl:1])=[CH:13][O:12][C:11]=12)([CH3:48])([CH3:47])[CH3:46]. The catalyst class is: 802.